Predict the product of the given reaction. From a dataset of Forward reaction prediction with 1.9M reactions from USPTO patents (1976-2016). Given the reactants [BH4-].[Na+].CO.[CH3:5][O:6][C:7](=[O:32])[CH2:8][O:9][CH2:10][C:11]#[C:12][CH2:13][N:14]1[C@@H:19]([CH2:20][CH2:21][C:22](=[O:30])[CH2:23][C:24]2[CH:29]=[CH:28][CH:27]=[CH:26][CH:25]=2)[CH2:18][CH2:17][CH2:16][C:15]1=[O:31], predict the reaction product. The product is: [CH3:5][O:6][C:7](=[O:32])[CH2:8][O:9][CH2:10][C:11]#[C:12][CH2:13][N:14]1[C:15](=[O:31])[CH2:16][CH2:17][CH2:18][C@@H:19]1[CH2:20][CH2:21][CH:22]([OH:30])[CH2:23][C:24]1[CH:29]=[CH:28][CH:27]=[CH:26][CH:25]=1.[OH:6][CH2:7][CH2:8][O:9][CH2:10][C:11]#[C:12][CH2:13][N:14]1[C@@H:19]([CH2:20][CH2:21][CH:22]([OH:30])[CH2:23][C:24]2[CH:25]=[CH:26][CH:27]=[CH:28][CH:29]=2)[CH2:18][CH2:17][CH2:16][C:15]1=[O:31].